This data is from Forward reaction prediction with 1.9M reactions from USPTO patents (1976-2016). The task is: Predict the product of the given reaction. (1) Given the reactants [C:1]([C:5]1[CH:10]=[CH:9][C:8]([S:11](Cl)(=[O:13])=[O:12])=[CH:7][CH:6]=1)([CH3:4])([CH3:3])[CH3:2].[NH2:15][C:16]1[CH:21]=[CH:20][C:19]([Cl:22])=[CH:18][C:17]=1[C:23]([C:25]1[CH:29]=[CH:28][NH:27][N:26]=1)=[O:24], predict the reaction product. The product is: [C:1]([C:5]1[CH:10]=[CH:9][C:8]([S:11]([NH:15][C:16]2[CH:21]=[CH:20][C:19]([Cl:22])=[CH:18][C:17]=2[C:23]([C:25]2[CH:29]=[CH:28][NH:27][N:26]=2)=[O:24])(=[O:13])=[O:12])=[CH:7][CH:6]=1)([CH3:4])([CH3:3])[CH3:2]. (2) The product is: [F:1][C:2]1[CH:11]=[C:10]2[C:5]([CH:6]=[C:7]([C@@H:18]([NH:20][C:22]3[N:30]=[CH:29][N:28]=[C:27]4[C:23]=3[N:24]=[CH:25][NH:26]4)[CH3:19])[C:8]([C:12]3[CH:13]=[N:14][CH:15]=[CH:16][CH:17]=3)=[N:9]2)=[CH:4][CH:3]=1. Given the reactants [F:1][C:2]1[CH:11]=[C:10]2[C:5]([CH:6]=[C:7]([C@@H:18]([NH2:20])[CH3:19])[C:8]([C:12]3[CH:13]=[N:14][CH:15]=[CH:16][CH:17]=3)=[N:9]2)=[CH:4][CH:3]=1.Cl[C:22]1[N:30]=[CH:29][N:28]=[C:27]2[C:23]=1[NH:24][CH:25]=[N:26]2.CCN(C(C)C)C(C)C, predict the reaction product. (3) The product is: [CH:28]([O:15][C:14](=[O:16])[C@H:3]([CH2:4][C:5]1[C:13]2[C:8](=[CH:9][CH:10]=[CH:11][CH:12]=2)[NH:7][CH:6]=1)[NH2:2])([CH3:29])[CH3:23]. Given the reactants Br.[NH2:2][C@H:3]([C:14]([OH:16])=[O:15])[CH2:4][C:5]1[C:13]2[C:8](=[CH:9][CH:10]=[CH:11][CH:12]=2)[NH:7][CH:6]=1.N1([C:29](=O)[C:28]2N(C)C=N[C:23]=2N(C)C1=O)C.C1(C)CCC(C(C)C)C(O)C1, predict the reaction product. (4) Given the reactants [F:1][C:2]([F:29])([F:28])[C:3]1[CH:4]=[C:5]([CH:25]=[CH:26][CH:27]=1)[CH2:6][O:7][N:8]=[C:9]1[CH2:14][CH2:13][N:12]([S:15]([C:18]2[CH:19]=[N:20][C:21](Cl)=[CH:22][CH:23]=2)(=[O:17])=[O:16])[CH2:11][CH2:10]1.[CH3:30][NH:31][CH3:32], predict the reaction product. The product is: [F:1][C:2]([F:29])([F:28])[C:3]1[CH:4]=[C:5]([CH:25]=[CH:26][CH:27]=1)[CH2:6][O:7][N:8]=[C:9]1[CH2:14][CH2:13][N:12]([S:15]([C:18]2[CH:19]=[N:20][C:21]([N:31]([CH3:32])[CH3:30])=[CH:22][CH:23]=2)(=[O:17])=[O:16])[CH2:11][CH2:10]1. (5) Given the reactants ClC1C=C(Cl)C=CC=1C([C:13]1[C:21]2[C:16](=[C:17]([CH2:23][S:24][CH3:25])[CH:18]=[C:19]([F:22])[CH:20]=2)[NH:15][CH:14]=1)CCO.[Cl:26][C:27]1[CH:32]=[CH:31][C:30]([C:33]([CH:36]2[CH2:38][CH2:37]2)(O)[CH3:34])=[C:29]([F:39])[CH:28]=1.C1(C(C2C3C(=C(CSC)C=CC=3)NC=2)(C2C=CC(F)=CC=2)C)CC1, predict the reaction product. The product is: [Cl:26][C:27]1[CH:32]=[CH:31][C:30]([C:33]([C:13]2[C:21]3[C:16](=[C:17]([CH2:23][S:24][CH3:25])[CH:18]=[C:19]([F:22])[CH:20]=3)[NH:15][CH:14]=2)([CH:36]2[CH2:38][CH2:37]2)[CH3:34])=[C:29]([F:39])[CH:28]=1.